From a dataset of Forward reaction prediction with 1.9M reactions from USPTO patents (1976-2016). Predict the product of the given reaction. (1) Given the reactants [CH2:1]([O:3][C:4]1[C:9]([C:10]#[N:11])=[C:8]([F:12])[C:7](B2OC(C)(C)C(C)(C)O2)=[CH:6][CH:5]=1)[CH3:2].C([O-])([O-])=O.[Na+].[Na+].[NH:28]1[CH:32]=[CH:31][N:30]=[CH:29]1, predict the reaction product. The product is: [CH2:1]([O:3][C:4]1[C:9]([C:10]#[N:11])=[C:8]([F:12])[C:7]([C:32]2[N:28]=[CH:29][NH:30][CH:31]=2)=[CH:6][CH:5]=1)[CH3:2]. (2) Given the reactants [OH:1][C:2]1[CH:3]=[C:4]([C:12]([O:14][CH3:15])=[O:13])[CH:5]=[C:6]([CH:11]=1)[C:7]([O:9][CH3:10])=[O:8].CC(C)([O-])C.[K+].[F:22][C:23]([F:47])([F:46])[C:24]([F:45])([F:44])[C:25]([F:43])([F:42])[O:26][C:27]([F:41])([C:32]([F:40])([F:39])[O:33][C:34]([F:38])=[C:35]([F:37])[F:36])[C:28]([F:31])([F:30])[F:29], predict the reaction product. The product is: [F:37][C:35]([F:36])([O:1][C:2]1[CH:11]=[C:6]([C:7]([O:9][CH3:10])=[O:8])[CH:5]=[C:4]([CH:3]=1)[C:12]([O:14][CH3:15])=[O:13])[CH:34]([F:38])[O:33][C:32]([F:39])([F:40])[C:27]([F:41])([O:26][C:25]([F:42])([F:43])[C:24]([F:44])([F:45])[C:23]([F:22])([F:46])[F:47])[C:28]([F:31])([F:30])[F:29]. (3) Given the reactants Cl.[CH2:2]([O:4][C:5](=[O:34])[CH2:6][C:7]1[CH:8]=[C:9]([C:15]2[CH:20]=[CH:19][C:18]([C:21]3[CH:22]=[N:23][C:24]([O:27][CH2:28][CH3:29])=[CH:25][CH:26]=3)=[CH:17][C:16]=2[CH2:30][NH:31][CH2:32][CH3:33])[C:10]([O:13][CH3:14])=[CH:11][CH:12]=1)[CH3:3].[C:35](Cl)(=[O:44])[CH2:36][CH2:37][C:38]1[CH:43]=[CH:42][CH:41]=[CH:40][CH:39]=1, predict the reaction product. The product is: [CH2:2]([O:4][C:5](=[O:34])[CH2:6][C:7]1[CH:8]=[C:9]([C:15]2[CH:20]=[CH:19][C:18]([C:21]3[CH:22]=[N:23][C:24]([O:27][CH2:28][CH3:29])=[CH:25][CH:26]=3)=[CH:17][C:16]=2[CH2:30][N:31]([CH2:32][CH3:33])[C:35](=[O:44])[CH2:36][CH2:37][C:38]2[CH:43]=[CH:42][CH:41]=[CH:40][CH:39]=2)[C:10]([O:13][CH3:14])=[CH:11][CH:12]=1)[CH3:3]. (4) Given the reactants Cl[C:2](=[O:9])[CH2:3][C:4]([O:6][CH2:7][CH3:8])=[O:5].[C:10]([C:14]1[O:18][C:17]([C:19]2[C:20]([NH2:37])=[N:21][CH:22]=[C:23]([C:25]3[N:29]([CH3:30])[N:28]=[C:27]([CH:31]4[CH2:36][CH2:35][NH:34][CH2:33][CH2:32]4)[N:26]=3)[N:24]=2)=[N:16][N:15]=1)([CH3:13])([CH3:12])[CH3:11].C(N(CC)CC)C, predict the reaction product. The product is: [NH2:37][C:20]1[N:21]=[CH:22][C:23]([C:25]2[N:29]([CH3:30])[N:28]=[C:27]([CH:31]3[CH2:36][CH2:35][N:34]([C:2](=[O:9])[CH2:3][C:4]([O:6][CH2:7][CH3:8])=[O:5])[CH2:33][CH2:32]3)[N:26]=2)=[N:24][C:19]=1[C:17]1[O:18][C:14]([C:10]([CH3:13])([CH3:11])[CH3:12])=[N:15][N:16]=1. (5) Given the reactants Cl[C:2]1[C:11]2[C:6](=[CH:7][CH:8]=[CH:9][CH:10]=2)[N:5]=[C:4]([C:12]2[CH:17]=[CH:16][CH:15]=[CH:14][CH:13]=2)[CH:3]=1.[NH2:18][C:19]1[CH:23]=[C:22]([CH3:24])[NH:21][N:20]=1, predict the reaction product. The product is: [CH3:24][C:22]1[CH:23]=[C:19]([NH:18][C:2]2[C:11]3[C:6](=[CH:7][CH:8]=[CH:9][CH:10]=3)[N:5]=[C:4]([C:12]3[CH:17]=[CH:16][CH:15]=[CH:14][CH:13]=3)[CH:3]=2)[NH:20][N:21]=1. (6) Given the reactants [NH2:1][C:2]1[CH:10]=[CH:9][C:8]([N:11]2[CH2:16][CH2:15][O:14][CH2:13][CH2:12]2)=[CH:7][C:3]=1[C:4]([NH2:6])=[O:5].[Cl:17][C:18]1[N:23]=[C:22](Cl)[C:21]([Cl:25])=[CH:20][N:19]=1.C(=O)([O-])[O-].[K+].[K+], predict the reaction product. The product is: [Cl:17][C:18]1[N:23]=[C:22]([NH:1][C:2]2[CH:10]=[CH:9][C:8]([N:11]3[CH2:12][CH2:13][O:14][CH2:15][CH2:16]3)=[CH:7][C:3]=2[C:4]([NH2:6])=[O:5])[C:21]([Cl:25])=[CH:20][N:19]=1.